Dataset: Reaction yield outcomes from USPTO patents with 853,638 reactions. Task: Predict the reaction yield, written as a fraction of the theoretical maximum amount of product (1.0 means a 100% yield; for example, 0.34 means a 34% yield). (1) The reactants are [OH:1][CH2:2][CH2:3][N:4]1[CH2:9][CH2:8][NH:7][CH2:6][CH2:5]1.Br[CH2:11][C:12]([NH:14][C:15]1[C:16]([O:28][CH2:29][C:30]([F:33])([F:32])[F:31])=[N:17][C:18]([CH3:27])=[CH:19][C:20]=1[O:21][CH2:22][C:23]([F:26])([F:25])[F:24])=[O:13].C(=O)([O-])[O-].[K+].[K+].O. The catalyst is C(#N)C. The product is [F:31][C:30]([F:33])([F:32])[CH2:29][O:28][C:16]1[C:15]([NH:14][C:12](=[O:13])[CH2:11][N:7]2[CH2:8][CH2:9][N:4]([CH2:3][CH2:2][OH:1])[CH2:5][CH2:6]2)=[C:20]([O:21][CH2:22][C:23]([F:26])([F:25])[F:24])[CH:19]=[C:18]([CH3:27])[N:17]=1. The yield is 0.910. (2) The reactants are [F:1][C:2]1[CH:3]=[CH:4][C:5]2[C:14]([CH:15]=1)=[N:13][C:12]([O:16][C@H:17]1[CH2:51][N:20]3[C:21](=[O:50])[C@@H:22]([NH:41][C:42]([C:44]4[CH:48]=[C:47]([CH3:49])[O:46][N:45]=4)=[O:43])[CH2:23][CH2:24][CH2:25][CH2:26][CH2:27][CH:28]=[CH:29][C@@H:30]4[CH2:35][C@@:31]4([C:36]([O:38]CC)=[O:37])[NH:32][C:33](=[O:34])[C@@H:19]3[CH2:18]1)=[C:11]1[C:6]=2[CH:7]=[CH:8][CH:9]=[CH:10]1.CO.O.O.[OH-].[Li+]. The yield is 1.00. The catalyst is O1CCCC1. The product is [F:1][C:2]1[CH:3]=[CH:4][C:5]2[C:14]([CH:15]=1)=[N:13][C:12]([O:16][C@H:17]1[CH2:51][N:20]3[C:21](=[O:50])[C@@H:22]([NH:41][C:42]([C:44]4[CH:48]=[C:47]([CH3:49])[O:46][N:45]=4)=[O:43])[CH2:23][CH2:24][CH2:25][CH2:26][CH2:27][CH:28]=[CH:29][C@@H:30]4[CH2:35][C@@:31]4([C:36]([OH:38])=[O:37])[NH:32][C:33](=[O:34])[C@@H:19]3[CH2:18]1)=[C:11]1[C:6]=2[CH:7]=[CH:8][CH:9]=[CH:10]1. (3) The reactants are [Cl:1][C:2]1[N:7]=[C:6](Cl)[CH:5]=[C:4]([C:9]2[CH:14]=[CH:13][CH:12]=[CH:11][CH:10]=2)[N:3]=1.C1(C)C=CC(S(O)(=O)=O)=CC=1.[CH:26]1([C:29]([NH2:32])([CH3:31])[CH3:30])[CH2:28][CH2:27]1.C([O-])([O-])=O.[K+].[K+]. The catalyst is CN(C=O)C.CCOC(C)=O.O. The product is [Cl:1][C:2]1[N:7]=[C:6]([NH:32][C:29]([CH:26]2[CH2:28][CH2:27]2)([CH3:31])[CH3:30])[CH:5]=[C:4]([C:9]2[CH:14]=[CH:13][CH:12]=[CH:11][CH:10]=2)[N:3]=1. The yield is 0.660. (4) The reactants are [NH2:1][C:2]1[CH:3]=[N:4][CH:5]=[CH:6][C:7]=1[CH2:8][OH:9].[H-].[Na+].F[C:13]1[C:22]2[C:17](=[CH:18][CH:19]=[CH:20][CH:21]=2)[C:16]([N+:23]([O-:25])=[O:24])=[CH:15][CH:14]=1.CO. The catalyst is C1COCC1. The product is [N+:23]([C:16]1[C:17]2[C:22](=[CH:21][CH:20]=[CH:19][CH:18]=2)[C:13]([O:9][CH2:8][C:7]2[CH:6]=[CH:5][N:4]=[CH:3][C:2]=2[NH2:1])=[CH:14][CH:15]=1)([O-:25])=[O:24]. The yield is 0.770. (5) The reactants are [C:1]1([CH:7]([C:19]2[CH:24]=[CH:23][CH:22]=[CH:21][CH:20]=2)[N:8]2[C:13](=[O:14])[CH:12]=[CH:11][C:10]([C:15]([O:17]C)=[O:16])=[CH:9]2)[CH:6]=[CH:5][CH:4]=[CH:3][CH:2]=1.C1COCC1.CO.[OH-].[Na+]. The catalyst is O. The product is [C:19]1([CH:7]([C:1]2[CH:6]=[CH:5][CH:4]=[CH:3][CH:2]=2)[N:8]2[C:13](=[O:14])[CH:12]=[CH:11][C:10]([C:15]([OH:17])=[O:16])=[CH:9]2)[CH:20]=[CH:21][CH:22]=[CH:23][CH:24]=1. The yield is 1.00.